Dataset: Catalyst prediction with 721,799 reactions and 888 catalyst types from USPTO. Task: Predict which catalyst facilitates the given reaction. (1) Reactant: [NH2:1][C:2]1[CH:18]=[CH:17][CH:16]=[CH:15][C:3]=1[C:4]([NH:6][C:7]1[CH:12]=[CH:11][CH:10]=[C:9]([Br:13])[C:8]=1[CH3:14])=[O:5].[C:19]([O-])(O)=[O:20].[Na+]. Product: [Br:13][C:9]1[C:8]([CH3:14])=[C:7]([N:6]2[C:4](=[O:5])[C:3]3[C:2](=[CH:18][CH:17]=[CH:16][CH:15]=3)[NH:1][C:19]2=[O:20])[CH:12]=[CH:11][CH:10]=1. The catalyst class is: 1. (2) Reactant: [NH:1]1[CH2:6][CH2:5][CH2:4][CH2:3][CH:2]1[CH2:7][OH:8].C(N(CC)CC)C.[CH3:16][O:17][C:18]1[CH:23]=[C:22]([CH3:24])[C:21]([S:25](Cl)(=[O:27])=[O:26])=[C:20]([CH3:29])[CH:19]=1. Product: [CH3:16][O:17][C:18]1[CH:19]=[C:20]([CH3:29])[C:21]([S:25]([N:1]2[CH2:6][CH2:5][CH2:4][CH2:3][CH:2]2[CH2:7][OH:8])(=[O:26])=[O:27])=[C:22]([CH3:24])[CH:23]=1. The catalyst class is: 2. (3) Reactant: [Br:1][C:2]1[S:3][CH:4]=[CH:5][C:6]=1[CH3:7].[Li+].CC([N-]C(C)C)C.[CH:16](=[O:23])[C:17]1[CH:22]=[CH:21][CH:20]=[CH:19][CH:18]=1. Product: [Br:1][C:2]1[S:3][C:4]([CH:16]([C:17]2[CH:22]=[CH:21][CH:20]=[CH:19][CH:18]=2)[OH:23])=[CH:5][C:6]=1[CH3:7]. The catalyst class is: 28. (4) Reactant: C(OC([N:11]1[CH2:15][CH2:14][CH2:13][C@H:12]1[C:16]1[N:17]=[C:18]([C:21]2[CH:26]=[CH:25][C:24]([CH:27]3[CH2:32][CH2:31][CH:30]([C:33]4[N:34]=[C:35]([C@@H:38]5[CH2:42][CH2:41][CH2:40][N:39]5C(OCC5C=CC=CC=5)=O)[NH:36][CH:37]=4)[CH2:29][CH2:28]3)=[CH:23][CH:22]=2)[NH:19][CH:20]=1)=O)C1C=CC=CC=1.C([O-])(=O)C.[NH4+]. Product: [NH:39]1[CH2:40][CH2:41][CH2:42][C@H:38]1[C:35]1[NH:36][CH:37]=[C:33]([CH:30]2[CH2:31][CH2:32][CH:27]([C:24]3[CH:25]=[CH:26][C:21]([C:18]4[NH:19][CH:20]=[C:16]([C@@H:12]5[CH2:13][CH2:14][CH2:15][NH:11]5)[N:17]=4)=[CH:22][CH:23]=3)[CH2:28][CH2:29]2)[N:34]=1. The catalyst class is: 673. (5) Reactant: [N:1]1[C:5]2[CH:6]=[CH:7][CH:8]=[CH:9][C:4]=2[NH:3][C:2]=1[C:10]([OH:12])=O.CN([C:16]([O:20]N1N=NC2C=CC=CC1=2)=[N+](C)C)C.[B-](F)(F)(F)F.[CH:35]1[CH:36]=[CH:37][C:38]2[N:43](O)N=N[C:39]=2[CH:40]=1.CC[N:47]([CH:51]([CH3:53])C)[CH:48]([CH3:50])C. Product: [N:47]1[CH:48]=[CH:50][C:16]([O:20][C:35]2[CH:40]=[CH:39][C:38]([NH:43][C:10]([C:2]3[NH:1][C:5]4[CH:6]=[CH:7][CH:8]=[CH:9][C:4]=4[N:3]=3)=[O:12])=[CH:37][CH:36]=2)=[CH:53][CH:51]=1. The catalyst class is: 18. (6) Reactant: [Cl:1][C:2]1[C:3]([NH:10][CH2:11][C:12]2[CH:13]=[C:14]([OH:18])[CH:15]=[CH:16][CH:17]=2)=[N:4][C:5]([CH3:9])=[N:6][C:7]=1[CH3:8].Cl[C:20]1[CH:21]=[CH:22][C:23]2[N:24]([C:26]([N+:29]([O-:31])=[O:30])=[CH:27][N:28]=2)[N:25]=1.C(=O)([O-])[O-].[K+].[K+]. Product: [Cl:1][C:2]1[C:3]([NH:10][CH2:11][C:12]2[CH:17]=[CH:16][CH:15]=[C:14]([O:18][C:20]3[CH:21]=[CH:22][C:23]4[N:24]([C:26]([N+:29]([O-:31])=[O:30])=[CH:27][N:28]=4)[N:25]=3)[CH:13]=2)=[N:4][C:5]([CH3:9])=[N:6][C:7]=1[CH3:8]. The catalyst class is: 9. (7) Reactant: [C:1]([O:5][C:6]([N:8]1[CH2:13][CH2:12][CH:11]([OH:14])[CH2:10][CH2:9]1)=[O:7])([CH3:4])([CH3:3])[CH3:2].[H-].[Na+].[CH2:17]([N:24]1[CH2:28][CH2:27][CH:26]([CH2:29]OS(C)(=O)=O)[CH2:25]1)[C:18]1[CH:23]=[CH:22][CH:21]=[CH:20][CH:19]=1. Product: [C:1]([O:5][C:6]([N:8]1[CH2:13][CH2:12][CH:11]([O:14][CH2:29][CH:26]2[CH2:27][CH2:28][N:24]([CH2:17][C:18]3[CH:23]=[CH:22][CH:21]=[CH:20][CH:19]=3)[CH2:25]2)[CH2:10][CH2:9]1)=[O:7])([CH3:4])([CH3:2])[CH3:3]. The catalyst class is: 3.